Dataset: Full USPTO retrosynthesis dataset with 1.9M reactions from patents (1976-2016). Task: Predict the reactants needed to synthesize the given product. (1) Given the product [Br:20][C:21]1[CH:26]=[N:25][C:24]([N:27]=[S:2]([CH3:4])[CH3:1])=[CH:23][N:22]=1, predict the reactants needed to synthesize it. The reactants are: [CH3:1][S:2]([CH3:4])=O.O(S(C(F)(F)F)(=O)=O)S(C(F)(F)F)(=O)=O.[Br:20][C:21]1[N:22]=[CH:23][C:24]([NH2:27])=[N:25][CH:26]=1. (2) Given the product [F:27][C:28]1[CH:29]=[C:30]([S:35]([NH:1][C:2]2[S:3][CH:4]=[C:5]([C:7]3[CH2:8][CH2:9][CH2:10][C:11]4([CH3:26])[C:15]=3[N:14]([CH2:16][C:17]3[CH:22]=[CH:21][CH:20]=[C:19]([O:23][CH3:24])[CH:18]=3)[C:13](=[O:25])[CH2:12]4)[N:6]=2)(=[O:36])=[O:37])[CH:31]=[CH:32][C:33]=1[F:34], predict the reactants needed to synthesize it. The reactants are: [NH2:1][C:2]1[S:3][CH:4]=[C:5]([C:7]2[CH2:8][CH2:9][CH2:10][C:11]3([CH3:26])[C:15]=2[N:14]([CH2:16][C:17]2[CH:22]=[CH:21][CH:20]=[C:19]([O:23][CH3:24])[CH:18]=2)[C:13](=[O:25])[CH2:12]3)[N:6]=1.[F:27][C:28]1[CH:29]=[C:30]([S:35](Cl)(=[O:37])=[O:36])[CH:31]=[CH:32][C:33]=1[F:34]. (3) Given the product [Br:1][C:2]1[N:7]=[C:6]([CH:8]([OH:12])[C:9]([NH:20][CH3:18])=[O:10])[CH:5]=[CH:4][CH:3]=1, predict the reactants needed to synthesize it. The reactants are: [Br:1][C:2]1[N:7]=[C:6]([CH:8]([OH:12])[C:9]([O-])=[O:10])[CH:5]=[CH:4][CH:3]=1.[K+].C1C=CC2N(O)N=[N:20][C:18]=2C=1.C(Cl)CCl.Cl.CN.CCN(C(C)C)C(C)C.